The task is: Predict which catalyst facilitates the given reaction.. This data is from Catalyst prediction with 721,799 reactions and 888 catalyst types from USPTO. Product: [Cl:3][C:13]1[CH:12]=[N:11][C:10]2[C:15](=[CH:16][C:7]([Br:6])=[CH:8][CH:9]=2)[N:14]=1. Reactant: O=P(Cl)(Cl)[Cl:3].[Br:6][C:7]1[CH:16]=[C:15]2[C:10]([N:11]=[CH:12][C:13](=O)[NH:14]2)=[CH:9][CH:8]=1. The catalyst class is: 3.